From a dataset of Catalyst prediction with 721,799 reactions and 888 catalyst types from USPTO. Predict which catalyst facilitates the given reaction. (1) Reactant: [H-].[Na+].[CH3:3][CH:4]1[CH:9]([CH3:10])[CH2:8][CH2:7][CH2:6][CH:5]1[OH:11].[Cl:12][C:13]1[CH:18]=[C:17](Cl)[N:16]=[CH:15][N:14]=1.[Cl-].[NH4+]. The catalyst class is: 7. Product: [Cl:12][C:13]1[CH:18]=[C:17]([O:11][CH:5]2[CH2:6][CH2:7][CH2:8][CH:9]([CH3:10])[CH:4]2[CH3:3])[N:16]=[CH:15][N:14]=1. (2) Reactant: [CH3:1][O:2][C:3]([CH2:5][CH2:6][C:7]1[CH:15]=[CH:14][C:10]([C:11]([OH:13])=O)=[CH:9][CH:8]=1)=[O:4].[CH2:16]([O:23][C:24]([NH:26][C@@H:27]([CH2:35][NH2:36])[C:28]([O:30][C:31]([CH3:34])([CH3:33])[CH3:32])=[O:29])=[O:25])[C:17]1[CH:22]=[CH:21][CH:20]=[CH:19][CH:18]=1.F[B-](F)(F)F.C(C(=NOC(N(C)C)=[N+](C)C)C(OCC)=O)#N.C(N(C(C)C)CC)(C)C. Product: [CH2:16]([O:23][C:24]([NH:26][C@@H:27]([CH2:35][NH:36][C:11](=[O:13])[C:10]1[CH:9]=[CH:8][C:7]([CH2:6][CH2:5][C:3]([O:2][CH3:1])=[O:4])=[CH:15][CH:14]=1)[C:28]([O:30][C:31]([CH3:32])([CH3:33])[CH3:34])=[O:29])=[O:25])[C:17]1[CH:18]=[CH:19][CH:20]=[CH:21][CH:22]=1. The catalyst class is: 9. (3) Product: [Cl:1][C:2]1[CH:27]=[C:26]([CH:28]=[O:29])[C:25]([O:30][CH2:42][C:41]2[CH:44]=[CH:45][CH:46]=[C:39]([C:37]#[N:38])[CH:40]=2)=[CH:24][C:3]=1[O:4][CH2:5][C:6]1[CH:13]=[CH:12][CH:11]=[C:10]([C:14]2[CH:23]=[CH:22][C:17]3[O:18][CH2:19][CH2:20][O:21][C:16]=3[CH:15]=2)[C:7]=1[C:8]#[N:9]. Reactant: [Cl:1][C:2]1[CH:27]=[C:26]([CH:28]=[O:29])[C:25]([OH:30])=[CH:24][C:3]=1[O:4][CH2:5][C:6]1[CH:13]=[CH:12][CH:11]=[C:10]([C:14]2[CH:23]=[CH:22][C:17]3[O:18][CH2:19][CH2:20][O:21][C:16]=3[CH:15]=2)[C:7]=1[C:8]#[N:9].C(=O)([O-])[O-].[Cs+].[Cs+].[C:37]([C:39]1[CH:40]=[C:41]([CH:44]=[CH:45][CH:46]=1)[CH2:42]Br)#[N:38]. The catalyst class is: 9. (4) Reactant: [Cl:1][C:2]1[CH:7]=[CH:6][CH:5]=[CH:4][C:3]=1[NH:8][C:9]1[CH:17]=[C:16]2[C:12]([C:13]([C:25]3[CH:30]=[CH:29][CH:28]=[C:27]([C:31]([O:33]C)=[O:32])[CH:26]=3)=[N:14][N:15]2C(OC(C)(C)C)=O)=[CH:11][CH:10]=1.[ClH:35]. Product: [ClH:1].[ClH:35].[Cl:1][C:2]1[CH:7]=[CH:6][CH:5]=[CH:4][C:3]=1[NH:8][C:9]1[CH:17]=[C:16]2[C:12]([C:13]([C:25]3[CH:26]=[C:27]([CH:28]=[CH:29][CH:30]=3)[C:31]([OH:33])=[O:32])=[N:14][NH:15]2)=[CH:11][CH:10]=1. The catalyst class is: 1. (5) Reactant: [CH2:1]([O:3][C:4](=[O:26])[CH2:5][C:6]1[C:11]([C:12]#[N:13])=[C:10]([C:14]2[CH:22]=[CH:21][C:17]3[O:18][CH2:19][O:20][C:16]=3[CH:15]=2)[C:9]([C:23]#[N:24])=[C:8]([NH2:25])[N:7]=1)[CH3:2].[H-].[Na+].[CH3:29]I.O. Product: [NH2:25][C:8]1[N:7]=[C:6]([CH:5]([CH3:29])[C:4]([O:3][CH2:1][CH3:2])=[O:26])[C:11]([C:12]#[N:13])=[C:10]([C:14]2[CH:22]=[CH:21][C:17]3[O:18][CH2:19][O:20][C:16]=3[CH:15]=2)[C:9]=1[C:23]#[N:24]. The catalyst class is: 3. (6) Reactant: [Cl:1][C:2]1[C:3]([O:26][CH2:27][CH2:28][CH2:29][O:30][CH3:31])=[CH:4][C:5]2[CH2:14][CH:13]([C:15]3([CH3:18])[CH2:17][CH2:16]3)[N:12]3[C:7](=[CH:8][C:9](=[O:24])[C:10]([C:19]([O:21]CC)=[O:20])=[CH:11]3)[C:6]=2[CH:25]=1.O[Li].O.Cl. Product: [Cl:1][C:2]1[C:3]([O:26][CH2:27][CH2:28][CH2:29][O:30][CH3:31])=[CH:4][C:5]2[CH2:14][CH:13]([C:15]3([CH3:18])[CH2:17][CH2:16]3)[N:12]3[C:7](=[CH:8][C:9](=[O:24])[C:10]([C:19]([OH:21])=[O:20])=[CH:11]3)[C:6]=2[CH:25]=1. The catalyst class is: 24.